This data is from Catalyst prediction with 721,799 reactions and 888 catalyst types from USPTO. The task is: Predict which catalyst facilitates the given reaction. (1) Reactant: [N+:1]([C:4]1[CH:12]=[C:11]2[C:7]([C:8]([C:13]#[N:14])=[CH:9][NH:10]2)=[CH:6][CH:5]=1)([O-:3])=[O:2].[K].[CH3:16]C(C)([O-])C.CI.C(O)(=O)CC(CC(O)=O)(C(O)=O)O. Product: [CH3:16][N:10]1[C:11]2[C:7](=[CH:6][CH:5]=[C:4]([N+:1]([O-:3])=[O:2])[CH:12]=2)[C:8]([C:13]#[N:14])=[CH:9]1. The catalyst class is: 30. (2) Reactant: O.[NH2:2][NH2:3].C([O:8][CH2:9][CH3:10])(=O)CO.[CH2:11]([N:14]=[C:15]=[S:16])[CH2:12][CH3:13].[OH-].[Na+].Cl. Product: [OH:8][CH2:9][C:10]1[N:14]([CH2:11][CH2:12][CH3:13])[C:15]([SH:16])=[N:3][N:2]=1. The catalyst class is: 8.